Predict the product of the given reaction. From a dataset of Forward reaction prediction with 1.9M reactions from USPTO patents (1976-2016). The product is: [NH2:8][C:9]1[N:14]=[CH:13][N:12]=[C:11]2[N:15]([C@@H:37]3[CH2:42][CH2:41][CH2:40][NH:39][CH2:38]3)[N:16]=[C:17]([C:18]3[CH:19]=[CH:20][C:21]([C:24]([NH:25][C:26]4[CH:31]=[C:30]([C:32]([F:34])([F:33])[F:35])[CH:29]=[CH:28][N:27]=4)=[O:36])=[CH:22][CH:23]=3)[C:10]=12. Given the reactants Cl.O1CCOCC1.[NH2:8][C:9]1[N:14]=[CH:13][N:12]=[C:11]2[N:15]([C@@H:37]3[CH2:42][CH2:41][CH2:40][N:39](C(OC(C)(C)C)=O)[CH2:38]3)[N:16]=[C:17]([C:18]3[CH:23]=[CH:22][C:21]([C:24](=[O:36])[NH:25][C:26]4[CH:31]=[C:30]([C:32]([F:35])([F:34])[F:33])[CH:29]=[CH:28][N:27]=4)=[CH:20][CH:19]=3)[C:10]=12, predict the reaction product.